From a dataset of Full USPTO retrosynthesis dataset with 1.9M reactions from patents (1976-2016). Predict the reactants needed to synthesize the given product. (1) Given the product [Br:1][C:2]1[CH:7]=[CH:6][C:5]([C:8]2[O:9][C:10]3[C:11](=[C:13]([C:17]([NH2:26])=[O:19])[CH:14]=[CH:15][CH:16]=3)[N:12]=2)=[CH:4][CH:3]=1, predict the reactants needed to synthesize it. The reactants are: [Br:1][C:2]1[CH:7]=[CH:6][C:5]([C:8]2[O:9][C:10]3[C:11](=[C:13]([C:17]([OH:19])=O)[CH:14]=[CH:15][CH:16]=3)[N:12]=2)=[CH:4][CH:3]=1.C1C=CC2N(O)N=[N:26]C=2C=1.CCN=C=NCCCN(C)C.CCN(C(C)C)C(C)C.[Cl-].[NH4+].Cl. (2) Given the product [Br:13][CH2:9][C:4]1[CH:5]=[CH:6][CH:7]=[CH:8][C:3]=1[C:2]([F:12])([F:11])[F:1], predict the reactants needed to synthesize it. The reactants are: [F:1][C:2]([F:12])([F:11])[C:3]1[CH:8]=[CH:7][CH:6]=[CH:5][C:4]=1[CH2:9]O.[BrH:13]. (3) Given the product [C:26]([C:27]1[CH:34]=[CH:33][C:30]([CH2:31][NH:32][C:11](=[O:13])[CH:10]([C:8]2[CH:9]=[C:4]([O:3][CH2:1][CH3:2])[CH:5]=[C:6]([O:17][CH:18]3[CH2:23][CH2:22][N:21]([CH3:24])[CH2:20][CH2:19]3)[C:7]=2[F:16])[O:14][CH3:15])=[CH:29][CH:28]=1)#[N:25], predict the reactants needed to synthesize it. The reactants are: [CH2:1]([O:3][C:4]1[CH:5]=[C:6]([O:17][CH:18]2[CH2:23][CH2:22][N:21]([CH3:24])[CH2:20][CH2:19]2)[C:7]([F:16])=[C:8]([CH:10]([O:14][CH3:15])[C:11]([OH:13])=O)[CH:9]=1)[CH3:2].[NH2:25][CH2:26][C:27]1[CH:34]=[CH:33][C:30]([C:31]#[N:32])=[CH:29][CH:28]=1. (4) Given the product [CH3:1][O:2][C:3]1[CH:12]=[C:11]([NH:13][CH3:14])[C:10]([N+:18]([O-:20])=[O:19])=[CH:9][C:4]=1[C:5]([OH:7])=[O:6], predict the reactants needed to synthesize it. The reactants are: [CH3:1][O:2][C:3]1[CH:12]=[C:11]([N:13](C)[C:14](=O)C)[C:10]([N+:18]([O-:20])=[O:19])=[CH:9][C:4]=1[C:5]([O:7]C)=[O:6].[OH-].[Na+].